Dataset: Full USPTO retrosynthesis dataset with 1.9M reactions from patents (1976-2016). Task: Predict the reactants needed to synthesize the given product. (1) Given the product [CH3:29][C:28]1[CH:27]=[CH:26][C:25]([C:30]2[N:34]=[C:33]([CH:35]3[CH2:36][N:37]([C:39]([O:41][CH3:42])=[O:40])[CH2:38]3)[O:32][N:31]=2)=[CH:24][C:23]=1[NH:22][C:12]([C:9]1[N:6]2[CH:7]=[CH:8][C:3]([C:2]([F:1])([F:16])[F:15])=[CH:4][C:5]2=[N:11][CH:10]=1)=[O:14], predict the reactants needed to synthesize it. The reactants are: [F:1][C:2]([F:16])([F:15])[C:3]1[CH:8]=[CH:7][N:6]2[C:9]([C:12]([OH:14])=O)=[CH:10][N:11]=[C:5]2[CH:4]=1.CN(C=O)C.[NH2:22][C:23]1[CH:24]=[C:25]([C:30]2[N:34]=[C:33]([CH:35]3[CH2:38][N:37]([C:39]([O:41][CH3:42])=[O:40])[CH2:36]3)[O:32][N:31]=2)[CH:26]=[CH:27][C:28]=1[CH3:29]. (2) Given the product [NH2:24][C:8]1[CH:9]=[C:10]2[C:15](=[CH:16][C:7]=1[Cl:6])[CH2:14][N:13]([C:17]([O:19][C:20]([CH3:23])([CH3:22])[CH3:21])=[O:18])[CH2:12][CH2:11]2, predict the reactants needed to synthesize it. The reactants are: O.O.[Sn](Cl)Cl.[Cl:6][C:7]1[CH:16]=[C:15]2[C:10]([CH2:11][CH2:12][N:13]([C:17]([O:19][C:20]([CH3:23])([CH3:22])[CH3:21])=[O:18])[CH2:14]2)=[CH:9][C:8]=1[N+:24]([O-])=O.C(=O)(O)[O-].[Na+]. (3) Given the product [CH:1]([C:4]1[CH:5]=[CH:6][C:7]([C:8]([NH:35][CH2:34][C:30]2[CH:29]=[C:28]([CH:33]=[CH:32][CH:31]=2)[O:27][C:24]2[CH:25]=[CH:26][C:21]([O:20][C:17]([CH3:19])([CH3:18])[C:16]([OH:38])=[O:15])=[C:22]([CH3:36])[CH:23]=2)=[O:10])=[CH:11][CH:12]=1)([CH3:2])[CH3:3], predict the reactants needed to synthesize it. The reactants are: [CH:1]([C:4]1[CH:12]=[CH:11][C:7]([C:8]([OH:10])=O)=[CH:6][CH:5]=1)([CH3:3])[CH3:2].C([O:15][C:16](=[O:38])[C:17]([O:20][C:21]1[CH:26]=[CH:25][C:24]([O:27][C:28]2[CH:33]=[CH:32][CH:31]=[C:30]([CH2:34][NH2:35])[CH:29]=2)=[CH:23][C:22]=1[CH2:36]C)([CH3:19])[CH3:18])C. (4) Given the product [CH2:9]([O:16][C:17]1[CH:22]=[CH:21][C:20]([C:23]2[N:4]([CH3:6])[N:27]=[CH:26][CH:24]=2)=[CH:19][CH:18]=1)[C:10]1[CH:15]=[CH:14][CH:13]=[CH:12][CH:11]=1, predict the reactants needed to synthesize it. The reactants are: COC(OC)[N:4]([CH3:6])C.[CH2:9]([O:16][C:17]1[CH:22]=[CH:21][C:20]([C:23](=O)[CH3:24])=[CH:19][CH:18]=1)[C:10]1[CH:15]=[CH:14][CH:13]=[CH:12][CH:11]=1.[CH3:26][NH:27]N.